Dataset: Reaction yield outcomes from USPTO patents with 853,638 reactions. Task: Predict the reaction yield, written as a fraction of the theoretical maximum amount of product (1.0 means a 100% yield; for example, 0.34 means a 34% yield). (1) The reactants are [F:1][C:2]1[N:7]=[C:6]([NH2:8])[CH:5]=[CH:4][CH:3]=1.[F:9][C:10]1[CH:17]=[C:16]([OH:18])[CH:15]=[C:14]([F:19])[C:11]=1[CH:12]=O.[N+:20]([C:22]1[CH:31]=[CH:30][C:25]2[O:26][CH2:27][CH2:28][O:29][C:24]=2[CH:23]=1)#[C-:21]. The product is [O:26]1[CH2:27][CH2:28][O:29][C:24]2[CH:23]=[C:22]([NH:20][C:21]3[N:7]4[C:2]([F:1])=[CH:3][CH:4]=[CH:5][C:6]4=[N:8][C:12]=3[C:11]3[C:10]([F:9])=[CH:17][C:16]([OH:18])=[CH:15][C:14]=3[F:19])[CH:31]=[CH:30][C:25]1=2. The yield is 0.370. No catalyst specified. (2) The reactants are [CH3:1][N:2]([CH3:46])[C:3](=[O:45])[CH2:4][NH:5][C@:6]12[CH2:41][CH2:40][C@@H:39]([C:42]([CH3:44])=[CH2:43])[C@@H:7]1[C@@H:8]1[C@@:21]([CH3:24])([CH2:22][CH2:23]2)[C@@:20]2([CH3:25])[C@@H:11]([C@:12]3([CH3:38])[C@@H:17]([CH2:18][CH2:19]2)[C:16]([CH3:27])([CH3:26])[C:15]([C:28]2[CH:37]=[CH:36][C:31]([C:32]([O:34]C)=[O:33])=[CH:30][CH:29]=2)=[CH:14][CH2:13]3)[CH2:10][CH2:9]1.[OH-].[Na+]. The catalyst is O1CCOCC1. The product is [CH3:46][N:2]([CH3:1])[C:3](=[O:45])[CH2:4][NH:5][C@:6]12[CH2:41][CH2:40][C@@H:39]([C:42]([CH3:44])=[CH2:43])[C@@H:7]1[C@@H:8]1[C@@:21]([CH3:24])([CH2:22][CH2:23]2)[C@@:20]2([CH3:25])[C@@H:11]([C@:12]3([CH3:38])[C@@H:17]([CH2:18][CH2:19]2)[C:16]([CH3:27])([CH3:26])[C:15]([C:28]2[CH:29]=[CH:30][C:31]([C:32]([OH:34])=[O:33])=[CH:36][CH:37]=2)=[CH:14][CH2:13]3)[CH2:10][CH2:9]1. The yield is 0.310. (3) The reactants are C(=NN[C:16]1[CH:17]=[C:18]([CH2:37][N:38]([CH3:40])[CH3:39])[S:19][C:20]=1[CH:21]=[N:22][N:23]=C(C1C=CC=CC=1)C1C=CC=CC=1)(C1C=CC=CC=1)C1C=CC=CC=1.Cl.O.C(=O)([O-])[O-].[Na+].[Na+]. The catalyst is C(O)C. The product is [CH3:40][N:38]([CH3:39])[CH2:37][C:18]1[S:19][C:20]2[CH:21]=[N:22][NH:23][C:16]=2[CH:17]=1. The yield is 0.450. (4) The reactants are CS(C)=O.C(Cl)(=O)C(Cl)=O.[CH2:11]([N:14]1[C:22]2[C:17](=[CH:18][CH:19]=[C:20]([C:23]([O:25][CH3:26])=[O:24])[CH:21]=2)[C:16]([CH:27]2[CH2:32][CH2:31][CH2:30][CH2:29][CH2:28]2)=[C:15]1[C:33]1[CH:38]=[CH:37][C:36]([O:39][CH3:40])=[CH:35][C:34]=1[CH2:41][OH:42])[CH:12]=[CH2:13].CCN(CC)CC. The catalyst is C(Cl)Cl. The product is [CH2:11]([N:14]1[C:22]2[C:17](=[CH:18][CH:19]=[C:20]([C:23]([O:25][CH3:26])=[O:24])[CH:21]=2)[C:16]([CH:27]2[CH2:32][CH2:31][CH2:30][CH2:29][CH2:28]2)=[C:15]1[C:33]1[CH:38]=[CH:37][C:36]([O:39][CH3:40])=[CH:35][C:34]=1[CH:41]=[O:42])[CH:12]=[CH2:13]. The yield is 0.880. (5) The reactants are [Cl-].O[NH3+:3].[C:4](=[O:7])([O-])[OH:5].[Na+].CS(C)=O.[OH:13][C:14]([CH3:54])([CH3:53])[C:15]([CH3:52])([CH3:51])[O:16][C:17]1[CH:22]=[CH:21][C:20]([N:23]2[C:28](=[O:29])[C:27]([CH2:30][C:31]3[CH:36]=[CH:35][C:34]([C:37]4[C:38]([C:43]#[N:44])=[CH:39][CH:40]=[CH:41][CH:42]=4)=[CH:33][CH:32]=3)=[C:26]([CH2:45][CH2:46][CH3:47])[N:25]3[N:48]=[CH:49][N:50]=[C:24]23)=[CH:19][CH:18]=1. The catalyst is C(OCC)(=O)C. The product is [OH:13][C:14]([CH3:53])([CH3:54])[C:15]([CH3:52])([CH3:51])[O:16][C:17]1[CH:22]=[CH:21][C:20]([N:23]2[C:28](=[O:29])[C:27]([CH2:30][C:31]3[CH:36]=[CH:35][C:34]([C:37]4[CH:42]=[CH:41][CH:40]=[CH:39][C:38]=4[C:43]4[NH:3][C:4](=[O:7])[O:5][N:44]=4)=[CH:33][CH:32]=3)=[C:26]([CH2:45][CH2:46][CH3:47])[N:25]3[N:48]=[CH:49][N:50]=[C:24]23)=[CH:19][CH:18]=1. The yield is 0.480. (6) The reactants are [C:1]([N:5]1[CH2:10][CH2:9][N:8]([C:11](OC(C)(C)C)=[O:12])[C@@H:7]([C:18]([N:20]2[CH2:25][CH2:24][NH:23][CH2:22][CH2:21]2)=[O:19])[CH2:6]1)([CH3:4])([CH3:3])[CH3:2].[C:26]1([CH2:32][O:33][C:34]2[CH:35]=[C:36]([NH:40][C:41](=[O:49])OC3C=CC=CC=3)[CH:37]=[CH:38][CH:39]=2)[CH:31]=[CH:30][CH:29]=[CH:28][CH:27]=1. The catalyst is C(Cl)Cl. The product is [NH3:5].[CH3:11][OH:12].[C:1]([N:5]1[CH2:10][CH2:9][NH:8][C@@H:7]([C:18]([N:20]2[CH2:25][CH2:24][N:23]([C:41]([NH:40][C:36]3[CH:37]=[CH:38][CH:39]=[C:34]([O:33][CH2:32][C:26]4[CH:27]=[CH:28][CH:29]=[CH:30][CH:31]=4)[CH:35]=3)=[O:49])[CH2:22][CH2:21]2)=[O:19])[CH2:6]1)([CH3:4])([CH3:2])[CH3:3]. The yield is 0.100. (7) The reactants are [F:1][C:2]1[CH:7]=[CH:6][C:5]([C:8]2[O:9][C:10]([CH2:13][CH2:14][NH2:15])=[CH:11][N:12]=2)=[CH:4][CH:3]=1.[F:16][C:17]([F:33])([F:32])[C:18]1[O:22][N:21]=[C:20]([C:23]2[CH:24]=[C:25]([CH:29]=[CH:30][CH:31]=2)[C:26](O)=[O:27])[N:19]=1. No catalyst specified. The product is [F:1][C:2]1[CH:3]=[CH:4][C:5]([C:8]2[O:9][C:10]([CH2:13][CH2:14][NH:15][C:26](=[O:27])[C:25]3[CH:29]=[CH:30][CH:31]=[C:23]([C:20]4[N:19]=[C:18]([C:17]([F:33])([F:32])[F:16])[O:22][N:21]=4)[CH:24]=3)=[CH:11][N:12]=2)=[CH:6][CH:7]=1. The yield is 0.200. (8) The reactants are Cl.C(N=C=NCCCN(C)C)C.Cl.C[O:15][C:16]([C:18]1([NH2:24])[CH2:23][CH2:22][CH2:21][CH2:20][CH2:19]1)=[O:17].ON1C2C=CC=CC=2N=N1.[CH2:35]([O:37][C:38]1[CH:42]=[CH:41][S:40][C:39]=1[C:43](O)=[O:44])[CH3:36].C(N(C(C)C)CC)(C)C. The catalyst is C(Cl)Cl. The product is [CH2:35]([O:37][C:38]1[CH:42]=[CH:41][S:40][C:39]=1[C:43]([NH:24][C:18]1([C:16]([OH:15])=[O:17])[CH2:23][CH2:22][CH2:21][CH2:20][CH2:19]1)=[O:44])[CH3:36]. The yield is 0.730. (9) The reactants are [Cl:1][C:2]1[CH:3]=[C:4]([CH:6]=[CH:7][C:8]=1[Cl:9])[NH2:5].[CH:10](OCC)(OCC)OCC.[N+:20]([CH2:23]C(OCC)=O)([O-])=O.[C:29]([OH:32])(=[O:31])[CH3:30]. The catalyst is [Fe].CCOC(C)=O. The product is [Cl:1][C:2]1[CH:3]=[C:4]([N:5]2[CH:10]=[C:30]([C:29]([OH:32])=[O:31])[N:20]=[CH:23]2)[CH:6]=[CH:7][C:8]=1[Cl:9]. The yield is 0.670. (10) The catalyst is CO. The reactants are [N+:1]([C:4]1[CH:9]=[CH:8][CH:7]=[C:6]([C:10]2[CH:15]=[CH:14][N:13]=[CH:12][CH:11]=2)[C:5]=1[NH:16]C(=O)C)([O-:3])=[O:2].[OH-].[Na+]. The product is [N+:1]([C:4]1[CH:9]=[CH:8][CH:7]=[C:6]([C:10]2[CH:11]=[CH:12][N:13]=[CH:14][CH:15]=2)[C:5]=1[NH2:16])([O-:3])=[O:2]. The yield is 0.910.